The task is: Predict the reactants needed to synthesize the given product.. This data is from Full USPTO retrosynthesis dataset with 1.9M reactions from patents (1976-2016). (1) Given the product [CH3:1][O:2][C:3]([C:4]1[C:5]([CH3:6])=[N:7][O:10][C:9]=1[C:11]1[N:12]=[C:13]([Br:16])[S:14][CH:15]=1)=[O:17], predict the reactants needed to synthesize it. The reactants are: [CH3:1][O:2][C:3](=[O:17])[CH:4]([C:9]([C:11]1[N:12]=[C:13]([Br:16])[S:14][CH:15]=1)=[O:10])/[C:5](=[N:7]/C)/[CH3:6].Cl.NO. (2) Given the product [F:33][C:32]([F:35])([F:34])[S:29]([O:15][C:13]1[C:12]([O:16][CH:17]2[CH2:22][CH2:21][CH2:20][CH2:19][O:18]2)=[CH:11][N:10]=[C:9](/[CH:8]=[CH:7]/[C:1]2[CH:6]=[CH:5][CH:4]=[CH:3][CH:2]=2)[N:14]=1)(=[O:31])=[O:30], predict the reactants needed to synthesize it. The reactants are: [C:1]1(/[CH:7]=[CH:8]/[C:9]2[NH:10][CH:11]=[C:12]([O:16][CH:17]3[CH2:22][CH2:21][CH2:20][CH2:19][O:18]3)[C:13](=[O:15])[N:14]=2)[CH:6]=[CH:5][CH:4]=[CH:3][CH:2]=1.N1C=CC=CC=1.[S:29](O[S:29]([C:32]([F:35])([F:34])[F:33])(=[O:31])=[O:30])([C:32]([F:35])([F:34])[F:33])(=[O:31])=[O:30].O. (3) Given the product [O:16]([C:13]1[CH:12]=[CH:11][C:10]([C:9]2[C:4]([C:1]([NH2:2])=[O:3])=[CH:5][CH:6]=[C:7]([CH:23]3[CH2:27][CH2:26][NH:25][CH2:24]3)[N:8]=2)=[CH:15][CH:14]=1)[C:17]1[CH:22]=[CH:21][CH:20]=[CH:19][CH:18]=1, predict the reactants needed to synthesize it. The reactants are: [C:1]([C:4]1[CH:5]=[CH:6][C:7]([CH:23]2[CH2:27][CH2:26][N:25](C(OC(C)(C)C)=O)[CH2:24]2)=[N:8][C:9]=1[C:10]1[CH:15]=[CH:14][C:13]([O:16][C:17]2[CH:22]=[CH:21][CH:20]=[CH:19][CH:18]=2)=[CH:12][CH:11]=1)(=[O:3])[NH2:2].C(O)(C(F)(F)F)=O. (4) Given the product [CH2:8]([N:1]1[CH2:6][CH2:5][CH2:4][CH2:3][CH2:2]1)[CH2:9][CH2:10][CH2:11][CH2:12][CH2:13][CH2:14][CH2:15][CH2:16][CH3:17], predict the reactants needed to synthesize it. The reactants are: [NH:1]1[CH2:6][CH2:5][CH2:4][CH2:3][CH2:2]1.Br[CH2:8][CH2:9][CH2:10][CH2:11][CH2:12][CH2:13][CH2:14][CH2:15][CH2:16][CH3:17].C(=O)([O-])[O-].[K+].[K+]. (5) Given the product [Br:1][C:2]1[C:3]([O:14][CH3:15])=[C:4]([CH2:10][C:11]([C:21]2[CH:22]=[CH:23][C:16]([OH:17])=[CH:18][C:19]=2[OH:20])=[O:13])[CH:5]=[C:6]([O:8][CH3:9])[CH:7]=1, predict the reactants needed to synthesize it. The reactants are: [Br:1][C:2]1[C:3]([O:14][CH3:15])=[C:4]([CH2:10][C:11]([OH:13])=O)[CH:5]=[C:6]([O:8][CH3:9])[CH:7]=1.[C:16]1([CH:23]=[CH:22][CH:21]=[C:19]([OH:20])[CH:18]=1)[OH:17]. (6) Given the product [Br:1][C:2]1[CH:11]=[C:10]2[C:5]([C:6]([CH3:13])([CH3:14])[CH2:7][C:8](=[O:12])[N:9]2[CH2:18][CH3:19])=[CH:4][C:3]=1[CH3:15], predict the reactants needed to synthesize it. The reactants are: [Br:1][C:2]1[CH:11]=[C:10]2[C:5]([C:6]([CH3:14])([CH3:13])[CH2:7][C:8](=[O:12])[NH:9]2)=[CH:4][C:3]=1[CH3:15].[OH-].[K+].[CH2:18](I)[CH3:19]. (7) Given the product [CH:2]1([C:12]#[N:13])[CH:6]2[CH2:7][CH2:8][CH2:9][CH:5]2[CH2:4][NH:3]1, predict the reactants needed to synthesize it. The reactants are: Cl.[CH2:2]1[CH:6]2[CH2:7][CH2:8][CH2:9][CH:5]2[CH2:4][NH:3]1.[OH-].[Na+].[C-:12]#[N:13].[Na+]. (8) Given the product [F:6][C:5]([F:8])([F:7])[CH2:4][CH2:3][CH:15]([C:10]1[CH:11]=[CH:12][CH:13]=[CH:14][N:9]=1)[OH:16], predict the reactants needed to synthesize it. The reactants are: [Mg].Br[CH2:3][CH2:4][C:5]([F:8])([F:7])[F:6].[N:9]1[CH:14]=[CH:13][CH:12]=[CH:11][C:10]=1[CH:15]=[O:16].